This data is from Forward reaction prediction with 1.9M reactions from USPTO patents (1976-2016). The task is: Predict the product of the given reaction. (1) Given the reactants Cl.[NH:2]1[CH2:7][CH2:6][C:5](=[O:8])[CH2:4][CH2:3]1.CCN(CC)CC.Cl[C:17]1[S:21][N:20]=[C:19]([CH3:22])[N:18]=1, predict the reaction product. The product is: [CH3:22][C:19]1[N:18]=[C:17]([N:2]2[CH2:7][CH2:6][C:5](=[O:8])[CH2:4][CH2:3]2)[S:21][N:20]=1. (2) Given the reactants [F:1][CH:2]([F:32])[C:3]1[N:7]([C:8]2[CH:13]=[C:12]([N:14]3[CH2:19][CH2:18][O:17][CH2:16][CH2:15]3)[N:11]=[C:10]([NH:20][C@H:21]3[CH2:26][CH2:25][C@H:24]([NH2:27])[CH2:23][CH2:22]3)[N:9]=2)[C:6]2[CH:28]=[CH:29][CH:30]=[CH:31][C:5]=2[N:4]=1.C(N(CC)CC)C.Cl[CH2:41][CH2:42][CH2:43][C:44](Cl)=[O:45], predict the reaction product. The product is: [F:32][CH:2]([F:1])[C:3]1[N:7]([C:8]2[CH:13]=[C:12]([N:14]3[CH2:15][CH2:16][O:17][CH2:18][CH2:19]3)[N:11]=[C:10]([NH:20][C@H:21]3[CH2:22][CH2:23][C@H:24]([N:27]4[CH2:41][CH2:42][CH2:43][C:44]4=[O:45])[CH2:25][CH2:26]3)[N:9]=2)[C:6]2[CH:28]=[CH:29][CH:30]=[CH:31][C:5]=2[N:4]=1. (3) Given the reactants [NH2:1][C:2]1[N:7]=[CH:6][C:5](I)=[CH:4][N:3]=1.[CH3:9][Si:10]([C:13]#[CH:14])([CH3:12])[CH3:11], predict the reaction product. The product is: [CH3:9][Si:10]([C:13]#[C:14][C:5]1[CH:4]=[N:3][C:2]([NH2:1])=[N:7][CH:6]=1)([CH3:12])[CH3:11]. (4) Given the reactants C([Li])CCC.[CH2:6]([C:14]1[CH:19]=[CH:18][C:17](I)=[CH:16][CH:15]=1)[CH2:7][CH2:8][CH2:9][CH2:10][CH2:11][CH2:12][CH3:13].C[O:22][B:23](OC)[O:24]C.Cl, predict the reaction product. The product is: [CH2:6]([C:14]1[CH:19]=[CH:18][C:17]([B:23]([OH:24])[OH:22])=[CH:16][CH:15]=1)[CH2:7][CH2:8][CH2:9][CH2:10][CH2:11][CH2:12][CH3:13]. (5) Given the reactants O[C:2]1[CH:17]=[C:16]([OH:18])[CH:15]=[CH:14][C:3]=1[C:4]([C:6]1[CH:11]=[CH:10][C:9]([OH:12])=[CH:8][C:7]=1[OH:13])=O.[Cl-].[NH4+].Cl.[Cl:22][C:23]1[CH:28]=[CH:27][CH:26]=[CH:25][C:24]=1[NH:29][NH2:30], predict the reaction product. The product is: [Cl:22][C:23]1[CH:28]=[CH:27][CH:26]=[CH:25][C:24]=1[N:29]1[C:2]2[C:3](=[CH:14][CH:15]=[C:16]([OH:18])[CH:17]=2)[C:4]([C:6]2[CH:11]=[CH:10][C:9]([OH:12])=[CH:8][C:7]=2[OH:13])=[N:30]1.